This data is from Forward reaction prediction with 1.9M reactions from USPTO patents (1976-2016). The task is: Predict the product of the given reaction. (1) Given the reactants [CH3:1][C:2]1[CH:18]=[CH:17][C:5]2[N:6](N)[CH:7]([C:10]3[CH:15]=[CH:14][CH:13]=[CH:12][CH:11]=3)[CH2:8][O:9][C:4]=2[CH:3]=1.[C:19]1(=O)[CH2:24][CH2:23][CH2:22][C:21](=[O:25])[CH2:20]1.O.C1(C)C=CC(S(O)(=O)=O)=CC=1, predict the reaction product. The product is: [CH3:1][C:2]1[CH:18]=[C:17]2[C:5]3=[C:4]([O:9][CH2:8][CH:7]([C:10]4[CH:15]=[CH:14][CH:13]=[CH:12][CH:11]=4)[N:6]3[C:19]3[CH2:24][CH2:23][CH2:22][C:21](=[O:25])[C:20]2=3)[CH:3]=1. (2) Given the reactants [NH:1]1[C:9]2[C:4](=[CH:5][CH:6]=[C:7]([C:10]([O:12][CH3:13])=[O:11])[CH:8]=2)[CH:3]=[N:2]1.Br[C:15]1[CH:20]=[CH:19][C:18]([CH3:21])=[CH:17][CH:16]=1.P([O-])([O-])([O-])=O.[K+].[K+].[K+].CN[C@H]1[C@H](NC)CCCC1.IC1C=CC(C)=CC=1, predict the reaction product. The product is: [CH3:21][C:18]1[CH:19]=[CH:20][C:15]([N:1]2[C:9]3[C:4](=[CH:5][CH:6]=[C:7]([C:10]([O:12][CH3:13])=[O:11])[CH:8]=3)[CH:3]=[N:2]2)=[CH:16][CH:17]=1.